This data is from Reaction yield outcomes from USPTO patents with 853,638 reactions. The task is: Predict the reaction yield, written as a fraction of the theoretical maximum amount of product (1.0 means a 100% yield; for example, 0.34 means a 34% yield). (1) The reactants are [CH3:1][O:2][C:3]([C:5]1[CH:13]=[C:12]2[C:8]([CH:9]=[CH:10][N:11]2[CH2:14][CH3:15])=[CH:7][CH:6]=1)=[O:4].O=P(Cl)(Cl)Cl.[OH-].[Na+].CN([CH:26]=[O:27])C. No catalyst specified. The product is [CH3:1][O:2][C:3]([C:5]1[CH:13]=[C:12]2[C:8]([C:9]([CH:26]=[O:27])=[CH:10][N:11]2[CH2:14][CH3:15])=[CH:7][CH:6]=1)=[O:4]. The yield is 0.960. (2) The reactants are [F:1][C:2]1[CH:3]=[CH:4][C:5](I)=[C:6]([CH:10]=1)[C:7]([OH:9])=[O:8].[N:12]1[NH:13][N:14]=[CH:15][CH:16]=1.C([O-])([O-])=O.[Cs+].[Cs+].CN[C@@H]1CCCC[C@H]1NC. The catalyst is O.[Cu]I.CN(C=O)C. The product is [F:1][C:2]1[CH:3]=[CH:4][C:5]([N:13]2[N:14]=[CH:15][CH:16]=[N:12]2)=[C:6]([CH:10]=1)[C:7]([OH:9])=[O:8]. The yield is 0.710. (3) The reactants are C1COCC1.Cl[C:7]1[C:12]([C:13]([F:16])([F:15])[F:14])=[CH:11][C:10]([Cl:17])=[CH:9][N:8]=1.[H-].[Na+].[CH3:20][O:21][N:22]=[C:23]([C:32]1[CH:36]=[C:35]([CH3:37])[O:34][N:33]=1)[C:24]1[CH:29]=[CH:28][CH:27]=[CH:26][C:25]=1[CH2:30][OH:31]. The catalyst is O. The product is [CH3:20][O:21][N:22]=[C:23]([C:32]1[CH:36]=[C:35]([CH3:37])[O:34][N:33]=1)[C:24]1[CH:29]=[CH:28][CH:27]=[CH:26][C:25]=1[CH2:30][O:31][C:7]1[C:12]([C:13]([F:16])([F:15])[F:14])=[CH:11][C:10]([Cl:17])=[CH:9][N:8]=1. The yield is 0.963.